Task: Predict the reactants needed to synthesize the given product.. Dataset: Full USPTO retrosynthesis dataset with 1.9M reactions from patents (1976-2016) Given the product [CH2:1]([O:3][C:4]([C:6]1[NH:10][N:9]=[C:8]([C:11]2[S:12][CH:13]=[CH:14][CH:15]=2)[C:7]=1[Cl:23])=[O:5])[CH3:2], predict the reactants needed to synthesize it. The reactants are: [CH2:1]([O:3][C:4]([C:6]1[NH:10][N:9]=[C:8]([C:11]2[S:12][CH:13]=[CH:14][CH:15]=2)[CH:7]=1)=[O:5])[CH3:2].C1C(=O)N([Cl:23])C(=O)C1.